Task: Predict the reaction yield, written as a fraction of the theoretical maximum amount of product (1.0 means a 100% yield; for example, 0.34 means a 34% yield).. Dataset: Reaction yield outcomes from USPTO patents with 853,638 reactions (1) The reactants are [CH2:1]([N:8]1[C:14](=[O:15])[C:13]2[CH:16]=[CH:17][N+:18]([O-])=[CH:19][C:12]=2[O:11][CH2:10][CH2:9]1)[C:2]1[CH:7]=[CH:6][CH:5]=[CH:4][CH:3]=1.O.P(Cl)(Cl)([Cl:24])=O. The yield is 0.940. No catalyst specified. The product is [CH2:1]([N:8]1[C:14](=[O:15])[C:13]2[CH:16]=[CH:17][N:18]=[C:19]([Cl:24])[C:12]=2[O:11][CH2:10][CH2:9]1)[C:2]1[CH:7]=[CH:6][CH:5]=[CH:4][CH:3]=1. (2) The reactants are [Cl:1][C:2]1[N:3]=[N:4][C:5]([N:10]2[CH2:15][CH2:14][NH:13][CH2:12][CH2:11]2)=[C:6]([CH3:9])[C:7]=1[CH3:8].[CH3:16][O:17][C:18]([C:20]1[C:21]([C:27]([F:30])([F:29])[F:28])=[N:22][C:23](Cl)=[N:24][CH:25]=1)=[O:19].C(N(C(C)C)CC)(C)C. The catalyst is O1CCOCC1. The product is [CH3:16][O:17][C:18]([C:20]1[C:21]([C:27]([F:30])([F:28])[F:29])=[N:22][C:23]([N:13]2[CH2:14][CH2:15][N:10]([C:5]3[N:4]=[N:3][C:2]([Cl:1])=[C:7]([CH3:8])[C:6]=3[CH3:9])[CH2:11][CH2:12]2)=[N:24][CH:25]=1)=[O:19]. The yield is 0.710. (3) The product is [CH2:15]([C:11]1[CH:10]=[CH:9][C:8]([NH:7][C:2]2[S:3][CH:4]=[CH:5][N:6]=2)=[CH:13][C:12]=1[OH:14])[CH2:16][CH3:17]. The catalyst is CCO. The reactants are Br[C:2]1[S:3][CH:4]=[CH:5][N:6]=1.[NH2:7][C:8]1[CH:9]=[CH:10][C:11]([CH2:15][CH2:16][CH3:17])=[C:12]([OH:14])[CH:13]=1.Cl. The yield is 0.360. (4) The reactants are [Si]([O:18][CH:19]1[CH2:22][N:21]([C:23]2[S:24][CH:25]=[C:26]([C:28](=[O:51])[N:29]([CH2:31][CH2:32][O:33][Si](C(C)(C)C)(C3C=CC=CC=3)C3C=CC=CC=3)[CH3:30])[N:27]=2)[CH2:20]1)(C(C)(C)C)(C1C=CC=CC=1)C1C=CC=CC=1.[F-].C([N+](CCCC)(CCCC)CCCC)CCC. The catalyst is O1CCCC1. The product is [OH:18][CH:19]1[CH2:22][N:21]([C:23]2[S:24][CH:25]=[C:26]([C:28](=[O:51])[N:29]([CH2:31][CH2:32][OH:33])[CH3:30])[N:27]=2)[CH2:20]1. The yield is 0.940. (5) The reactants are C([O-])(O)=O.[Na+].Cl.[OH:7][CH:8]1[O:16][C@H:15]([CH2:17][OH:18])[C@@H:13]([OH:14])[C@H:11]([OH:12])[C@@H:9]1[NH2:10].[CH2:19]([O:26][CH2:27][C:28](Cl)=[O:29])[C:20]1[CH:25]=[CH:24][CH:23]=[CH:22][CH:21]=1. No catalyst specified. The product is [CH2:19]([O:26][CH2:27][C:28]([NH:10][C@H:9]1[C@@H:11]([OH:12])[C@H:13]([OH:14])[C@@H:15]([CH2:17][OH:18])[O:16][CH:8]1[OH:7])=[O:29])[C:20]1[CH:25]=[CH:24][CH:23]=[CH:22][CH:21]=1. The yield is 0.680. (6) The reactants are Br[C:2]1[C:15]2[C:16]3=[C:17]4[C:12](=[CH:13][CH:14]=2)[CH:11]=[C:10]([C:18]([CH3:21])([CH3:20])[CH3:19])[CH:9]=[C:8]4[CH:7]=[CH:6][C:5]3=[CH:4][CH:3]=1.[Cl:22][C:23]1[CH:28]=[CH:27][C:26](OB(O)O)=[CH:25][CH:24]=1.C(=O)([O-])[O-].[Na+].[Na+]. The product is [C:18]([C:10]1[CH:9]=[C:8]2[C:17]3=[C:16]4[C:5](=[CH:4][CH:3]=[C:2]([C:26]5[CH:27]=[CH:28][C:23]([Cl:22])=[CH:24][CH:25]=5)[C:15]4=[CH:14][CH:13]=[C:12]3[CH:11]=1)[CH:6]=[CH:7]2)([CH3:21])([CH3:19])[CH3:20]. The yield is 0.810. The catalyst is Cl[Pd](Cl)([P](C1C=CC=CC=1)(C1C=CC=CC=1)C1C=CC=CC=1)[P](C1C=CC=CC=1)(C1C=CC=CC=1)C1C=CC=CC=1.COCCOC. (7) The reactants are C([C:4]1[CH:16]=[CH:15][C:7]([O:8][CH2:9][C:10]([O:12][CH2:13][CH3:14])=[O:11])=[C:6]([CH3:17])[CH:5]=1)(=O)C.C1C=C(Cl)C=[C:20]([C:25]([O:27]O)=[O:26])C=1. The catalyst is ClCCl. The product is [C:25]([O:27][C:4]1[CH:16]=[CH:15][C:7]([O:8][CH2:9][C:10]([O:12][CH2:13][CH3:14])=[O:11])=[C:6]([CH3:17])[CH:5]=1)(=[O:26])[CH3:20]. The yield is 0.720. (8) The product is [OH:4][C@H:5]1[CH2:10][CH2:9][C@H:8]([NH:11][C:12]([O:14][C:15]([CH3:18])([CH3:17])[CH3:16])=[O:13])[CH:7]=[CH:6]1. The yield is 0.600. The reactants are C([O:4][C@H:5]1[CH2:10][CH2:9][C@H:8]([NH:11][C:12]([O:14][C:15]([CH3:18])([CH3:17])[CH3:16])=[O:13])[CH:7]=[CH:6]1)(=O)C.C([O-])([O-])=O.[K+].[K+]. The catalyst is CO.